From a dataset of Forward reaction prediction with 1.9M reactions from USPTO patents (1976-2016). Predict the product of the given reaction. (1) Given the reactants [N+:1]([C:4]1[CH:5]=[C:6]([NH2:19])[C:7]([C:10]2[CH:15]=[CH:14][C:13]([N+:16]([O-:18])=[O:17])=[CH:12][CH:11]=2)=[CH:8][CH:9]=1)([O-:3])=[O:2].[CH2:20](Br)[CH:21]=[CH2:22].C(=O)([O-])[O-].[K+].[K+].CN1C(=O)[CH2:34][CH2:33][CH2:32]1, predict the reaction product. The product is: [CH2:20]([N:19]([CH2:34][CH:33]=[CH2:32])[C:6]1[C:7]([C:10]2[CH:11]=[CH:12][C:13]([N+:16]([O-:18])=[O:17])=[CH:14][CH:15]=2)=[CH:8][CH:9]=[C:4]([N+:1]([O-:3])=[O:2])[CH:5]=1)[CH:21]=[CH2:22]. (2) The product is: [Cl:8][C:7]1[C:2]([Cl:1])=[CH:3][C:4]([CH2:9][O:10][Si:18]([C:21]([CH3:24])([CH3:23])[CH3:22])([CH3:20])[CH3:19])=[CH:5][N:6]=1. Given the reactants [Cl:1][C:2]1[CH:3]=[C:4]([CH2:9][OH:10])[CH:5]=[N:6][C:7]=1[Cl:8].CCN(CC)CC.[Si:18](Cl)([C:21]([CH3:24])([CH3:23])[CH3:22])([CH3:20])[CH3:19], predict the reaction product.